Dataset: Full USPTO retrosynthesis dataset with 1.9M reactions from patents (1976-2016). Task: Predict the reactants needed to synthesize the given product. Given the product [F:12][C:9]([F:10])([F:11])[C:7]1[CH:6]=[C:5]([NH:13][C:14]([N:16]2[CH2:17][CH2:18][N:19]([C:22]3[CH:27]=[CH:26][CH:25]=[CH:24][C:23]=3[CH2:28][NH2:29])[CH2:20][CH2:21]2)=[O:15])[CH:4]=[C:3]([C:2]([F:1])([F:30])[F:31])[CH:8]=1, predict the reactants needed to synthesize it. The reactants are: [F:1][C:2]([F:31])([F:30])[C:3]1[CH:4]=[C:5]([NH:13][C:14]([N:16]2[CH2:21][CH2:20][N:19]([C:22]3[CH:27]=[CH:26][CH:25]=[CH:24][C:23]=3[C:28]#[N:29])[CH2:18][CH2:17]2)=[O:15])[CH:6]=[C:7]([C:9]([F:12])([F:11])[F:10])[CH:8]=1.[NH4+].[OH-].